Dataset: Reaction yield outcomes from USPTO patents with 853,638 reactions. Task: Predict the reaction yield, written as a fraction of the theoretical maximum amount of product (1.0 means a 100% yield; for example, 0.34 means a 34% yield). (1) The reactants are [NH2:1][C:2]1[N:10]=[C:9]2[C:5]([NH:6][CH:7]=[N:8]2)=[C:4]([I:11])[N:3]=1.Br[CH2:13][C:14]([O:16][CH2:17][CH3:18])=[O:15].C(=O)([O-])[O-].[K+].[K+]. The catalyst is CN(C=O)C. The product is [CH2:17]([O:16][C:14](=[O:15])[CH2:13][N:8]1[CH:7]=[N:6][C:5]2[C:9]1=[N:10][C:2]([NH2:1])=[N:3][C:4]=2[I:11])[CH3:18]. The yield is 0.950. (2) The reactants are [C:1]1([C:7]2[C:11]3[CH2:12][NH:13][CH2:14][CH2:15][C:10]=3[NH:9][N:8]=2)[CH:6]=[CH:5][CH:4]=[CH:3][CH:2]=1.[OH:16][CH:17]([C:22]1[CH:27]=[CH:26][CH:25]=[CH:24][CH:23]=1)[CH2:18][C:19](O)=[O:20].CN(C(ON1N=NC2C=CC=NC1=2)=[N+](C)C)C.F[P-](F)(F)(F)(F)F.CCN(C(C)C)C(C)C. The catalyst is C(Cl)Cl.O. The product is [OH:16][CH:17]([C:22]1[CH:27]=[CH:26][CH:25]=[CH:24][CH:23]=1)[CH2:18][C:19]([N:13]1[CH2:14][CH2:15][C:10]2[NH:9][N:8]=[C:7]([C:1]3[CH:2]=[CH:3][CH:4]=[CH:5][CH:6]=3)[C:11]=2[CH2:12]1)=[O:20]. The yield is 0.645.